From a dataset of NCI-60 drug combinations with 297,098 pairs across 59 cell lines. Regression. Given two drug SMILES strings and cell line genomic features, predict the synergy score measuring deviation from expected non-interaction effect. (1) Drug 1: CCC1=C2CN3C(=CC4=C(C3=O)COC(=O)C4(CC)O)C2=NC5=C1C=C(C=C5)O. Drug 2: CC(C)(C#N)C1=CC(=CC(=C1)CN2C=NC=N2)C(C)(C)C#N. Cell line: DU-145. Synergy scores: CSS=23.2, Synergy_ZIP=-5.91, Synergy_Bliss=1.97, Synergy_Loewe=-33.2, Synergy_HSA=-0.242. (2) Drug 1: CN(C)N=NC1=C(NC=N1)C(=O)N. Drug 2: C(=O)(N)NO. Cell line: SF-539. Synergy scores: CSS=-6.79, Synergy_ZIP=-2.47, Synergy_Bliss=-10.5, Synergy_Loewe=-13.2, Synergy_HSA=-10.4.